Dataset: Full USPTO retrosynthesis dataset with 1.9M reactions from patents (1976-2016). Task: Predict the reactants needed to synthesize the given product. (1) The reactants are: CN(C(ON1N=NC2C=CC=NC1=2)=[N+](C)C)C.F[P-](F)(F)(F)(F)F.[CH3:25][C:26]1[CH:27]=[C:28]([N:32]2[CH2:37][CH2:36][NH:35][CH2:34][CH:33]2[CH3:38])[CH:29]=[CH:30][CH:31]=1.[Cl:39][C:40]1[C:41]([C:50]([F:53])([F:52])[F:51])=[N:42][N:43]([CH2:46][C:47](O)=[O:48])[C:44]=1[CH3:45]. Given the product [Cl:39][C:40]1[C:41]([C:50]([F:52])([F:51])[F:53])=[N:42][N:43]([CH2:46][C:47]([N:35]2[CH2:36][CH2:37][N:32]([C:28]3[CH:27]=[C:26]([CH3:25])[CH:31]=[CH:30][CH:29]=3)[CH:33]([CH3:38])[CH2:34]2)=[O:48])[C:44]=1[CH3:45], predict the reactants needed to synthesize it. (2) Given the product [CH2:16]1[C:17]2[C:22](=[CH:21][CH:20]=[CH:19][CH:18]=2)[CH2:23][CH2:24][N:15]1[CH2:14][CH:12]([OH:11])[CH2:13][N:1]1[C:9]2[C:4](=[CH:5][CH:6]=[CH:7][CH:8]=2)[CH2:3][C:2]1=[O:10], predict the reactants needed to synthesize it. The reactants are: [NH:1]1[C:9]2[C:4](=[CH:5][CH:6]=[CH:7][CH:8]=2)[CH2:3][C:2]1=[O:10].[O:11]1[CH2:13][CH:12]1[CH2:14][N:15]1[CH2:24][CH2:23][C:22]2[C:17](=[CH:18][CH:19]=[CH:20][CH:21]=2)[CH2:16]1. (3) Given the product [CH2:38]([C@H:45]1[CH2:49][O:48][C:47](=[O:50])[N:46]1[C:21]([C@@H:10]1[C@@H:11]([C:13]2[CH:18]=[CH:17][C:16]([F:19])=[C:15]([F:20])[CH:14]=2)[CH2:12][N:8]([CH2:1][C:2]2[CH:7]=[CH:6][CH:5]=[CH:4][CH:3]=2)[CH2:9]1)=[O:22])[C:39]1[CH:40]=[CH:41][CH:42]=[CH:43][CH:44]=1, predict the reactants needed to synthesize it. The reactants are: [CH2:1]([N:8]1[CH2:12][CH:11]([C:13]2[CH:18]=[CH:17][C:16]([F:19])=[C:15]([F:20])[CH:14]=2)[CH:10]([C:21](O)=[O:22])[CH2:9]1)[C:2]1[CH:7]=[CH:6][CH:5]=[CH:4][CH:3]=1.C(N(CC)CC)C.C(Cl)(=O)C(C)(C)C.[CH2:38]([C@H:45]1[CH2:49][O:48][C:47](=[O:50])[NH:46]1)[C:39]1[CH:44]=[CH:43][CH:42]=[CH:41][CH:40]=1.[Cl-].[Li+]. (4) The reactants are: Br[C:2]1[C:11]2[C:6](=[CH:7][CH:8]=[CH:9][CH:10]=2)[C:5](=[O:12])[O:4][C:3]=1[C:13]([CH3:21])([CH3:20])[O:14][SiH2:15][C:16]([CH3:19])([CH3:18])[CH3:17].[F:22][C:23]1[CH:24]=[C:25](B(O)O)[CH:26]=[CH:27][C:28]=1[F:29].C([O-])([O-])=O.[Na+].[Na+]. Given the product [C:16]([SiH2:15][O:14][C:13]([CH3:21])([CH3:20])[C:3]1[O:4][C:5](=[O:12])[C:6]2[C:11]([C:2]=1[C:27]1[CH:26]=[CH:25][CH:24]=[C:23]([F:22])[C:28]=1[F:29])=[CH:10][CH:9]=[CH:8][CH:7]=2)([CH3:19])([CH3:18])[CH3:17], predict the reactants needed to synthesize it. (5) Given the product [C:31]([C:28]1([C:24]2[CH:23]=[C:22]([CH:27]=[CH:26][CH:25]=2)[C:21]([NH:20][C:14]2[CH:15]=[CH:16][C:17]([O:18][CH3:19])=[C:12]([O:11][C:6]3[N:5]=[C:4]4[S:3][C:2]([NH:1][C:38](=[O:37])[CH2:39][OH:40])=[N:10][C:9]4=[CH:8][CH:7]=3)[CH:13]=2)=[O:33])[CH2:30][CH2:29]1)#[N:32], predict the reactants needed to synthesize it. The reactants are: [NH2:1][C:2]1[S:3][C:4]2[C:9]([N:10]=1)=[CH:8][CH:7]=[C:6]([O:11][C:12]1[CH:13]=[C:14]([NH:20][C:21](=[O:33])[C:22]3[CH:27]=[CH:26][CH:25]=[C:24]([C:28]4([C:31]#[N:32])[CH2:30][CH2:29]4)[CH:23]=3)[CH:15]=[CH:16][C:17]=1[O:18][CH3:19])[N:5]=2.C([O:37][CH2:38][C:39](Cl)=[O:40])(=O)C.CO.N.